This data is from Full USPTO retrosynthesis dataset with 1.9M reactions from patents (1976-2016). The task is: Predict the reactants needed to synthesize the given product. (1) Given the product [Cl:7][C:8]1[CH:22]=[CH:21][C:11]([C:12]2([C:14]3[CH:19]=[CH:18][C:17]([I:20])=[CH:16][CH:15]=3)[CH2:1][O:13]2)=[CH:10][CH:9]=1, predict the reactants needed to synthesize it. The reactants are: [CH3:1]C(C)([O-])C.[K+].[Cl:7][C:8]1[CH:22]=[CH:21][C:11]([C:12]([C:14]2[CH:19]=[CH:18][C:17]([I:20])=[CH:16][CH:15]=2)=[O:13])=[CH:10][CH:9]=1.[I-].C[S+](C)C. (2) Given the product [CH2:6]([O:5][C:3](=[O:4])[C:2]([C:23]1[CH:24]=[CH:25][C:20]([S:19][CH:16]2[CH2:18][CH2:17]2)=[C:21]([CH3:26])[CH:22]=1)=[O:8])[CH3:7], predict the reactants needed to synthesize it. The reactants are: Cl[C:2](=[O:8])[C:3]([O:5][CH2:6][CH3:7])=[O:4].ClCCl.[Cl-].[Al+3].[Cl-].[Cl-].[CH:16]1([S:19][C:20]2[CH:25]=[CH:24][CH:23]=[CH:22][C:21]=2[CH3:26])[CH2:18][CH2:17]1.